This data is from Full USPTO retrosynthesis dataset with 1.9M reactions from patents (1976-2016). The task is: Predict the reactants needed to synthesize the given product. Given the product [CH:17]1[CH:16]=[CH:15][C:14]([N:4]2[C:3](=[O:20])[C:2]([C:27]3[CH:34]=[CH:33][CH:32]=[CH:31][C:28]=3[C:29]#[N:30])=[CH:7][C:6]([C:8]3[CH:13]=[CH:12][CH:11]=[CH:10][N:9]=3)=[CH:5]2)=[CH:19][CH:18]=1, predict the reactants needed to synthesize it. The reactants are: Br[C:2]1[C:3](=[O:20])[N:4]([C:14]2[CH:19]=[CH:18][CH:17]=[CH:16][CH:15]=2)[CH:5]=[C:6]([C:8]2[CH:13]=[CH:12][CH:11]=[CH:10][N:9]=2)[CH:7]=1.O1CCCOB1[C:27]1[CH:34]=[CH:33][CH:32]=[CH:31][C:28]=1[C:29]#[N:30].C(N(CC)CC)C.N.